The task is: Predict the reaction yield, written as a fraction of the theoretical maximum amount of product (1.0 means a 100% yield; for example, 0.34 means a 34% yield).. This data is from Reaction yield outcomes from USPTO patents with 853,638 reactions. (1) The reactants are [CH3:1][O:2][CH2:3][O:4][C:5]1[CH:10]=[C:9]([O:11][CH2:12][O:13][CH3:14])[CH:8]=[CH:7][C:6]=1[C:15]1[CH2:24][CH2:23][C:18]2([O:22][CH2:21][CH2:20][O:19]2)[CH2:17][CH:16]=1. The catalyst is [Pd]. The product is [CH3:1][O:2][CH2:3][O:4][C:5]1[CH:10]=[C:9]([O:11][CH2:12][O:13][CH3:14])[CH:8]=[CH:7][C:6]=1[CH:15]1[CH2:24][CH2:23][C:18]2([O:19][CH2:20][CH2:21][O:22]2)[CH2:17][CH2:16]1. The yield is 1.00. (2) The reactants are [CH3:1][C:2]1[CH:17]=[CH:16][C:5]([O:6][C:7]2[CH:8]=[C:9]([N+:13]([O-])=O)[CH:10]=[CH:11][CH:12]=2)=[CH:4][CH:3]=1. The catalyst is C(O)C.[Pd]. The product is [CH3:1][C:2]1[CH:17]=[CH:16][C:5]([O:6][C:7]2[CH:8]=[C:9]([CH:10]=[CH:11][CH:12]=2)[NH2:13])=[CH:4][CH:3]=1. The yield is 0.960.